Dataset: Forward reaction prediction with 1.9M reactions from USPTO patents (1976-2016). Task: Predict the product of the given reaction. (1) Given the reactants [Si]([O:8][CH:9]([CH2:28][C:29]1[CH:34]=[CH:33][CH:32]=[CH:31][CH:30]=1)[C:10]([NH:12][C:13]1[S:14][C:15]([C:18]2[CH:19]=[C:20]3[C:25](=[CH:26][CH:27]=2)[CH:24]=[N:23][CH:22]=[CH:21]3)=[N:16][N:17]=1)=O)(C(C)(C)C)(C)C.[H-].[Al+3].[Li+].[H-].[H-].[H-].[C@H](O)(C([O-])=O)[C@@H](O)C([O-])=O.[Na+].[K+], predict the reaction product. The product is: [CH:24]1[C:25]2[C:20](=[CH:19][C:18]([C:15]3[S:14][C:13]([NH:12][CH2:10][CH:9]([OH:8])[CH2:28][C:29]4[CH:30]=[CH:31][CH:32]=[CH:33][CH:34]=4)=[N:17][N:16]=3)=[CH:27][CH:26]=2)[CH:21]=[CH:22][N:23]=1. (2) The product is: [C:1]([O:5][C:6]([N:8]1[C:16]2[C:11](=[CH:12][CH:13]=[CH:14][CH:15]=2)[C:10]([CH2:17][C@@H:18]([C:19]([O:21][C:22]([CH3:25])([CH3:24])[CH3:23])=[O:20])[N:26]2[CH:37]=[CH:36][CH:35]=[C:30]([C:29]([O:28][CH3:27])=[O:40])[C:31]2=[O:32])=[CH:9]1)=[O:7])([CH3:3])([CH3:4])[CH3:2]. Given the reactants [C:1]([O:5][C:6]([N:8]1[C:16]2[C:11](=[CH:12][CH:13]=[CH:14][CH:15]=2)[C:10]([CH2:17][C@H:18]([NH2:26])[C:19]([O:21][C:22]([CH3:25])([CH3:24])[CH3:23])=[O:20])=[CH:9]1)=[O:7])([CH3:4])([CH3:3])[CH3:2].[CH3:27][O:28][C:29](=[O:40])[C:30](=[CH:35][CH:36]=[CH:37]OC)[C:31](OC)=[O:32].C[O-].[Na+], predict the reaction product. (3) Given the reactants [Cl:1][C:2]1[CH:3]=[C:4]([CH:7]=[CH:8][C:9]=1[Cl:10])[CH:5]=[O:6].Cl[CH2:12][C:13]([O:15][CH3:16])=[O:14].C[O-].[Na+].CO, predict the reaction product. The product is: [Cl:1][C:2]1[CH:3]=[C:4]([CH:5]2[O:6][CH:12]2[C:13]([O:15][CH3:16])=[O:14])[CH:7]=[CH:8][C:9]=1[Cl:10]. (4) Given the reactants [Br:1][CH2:2][CH2:3][CH2:4][C:5]([OH:7])=[O:6].[CH2:8](O)[C:9]1[CH:14]=[CH:13][CH:12]=[CH:11][CH:10]=1.C1(P(C2C=CC=CC=2)C2C=CC=CC=2)C=CC=CC=1.N(C(OCC)=O)=NC(OCC)=O, predict the reaction product. The product is: [Br:1][CH2:2][CH2:3][CH2:4][C:5]([O:7][CH2:8][C:9]1[CH:14]=[CH:13][CH:12]=[CH:11][CH:10]=1)=[O:6]. (5) Given the reactants [Cl:1][C:2]1[N:10]=[CH:9][CH:8]=[CH:7][C:3]=1[C:4](O)=[O:5].[H-].[H-].[H-].[H-].[Li+].[Al+3].O.[OH-].[Na+], predict the reaction product. The product is: [Cl:1][C:2]1[C:3]([CH2:4][OH:5])=[CH:7][CH:8]=[CH:9][N:10]=1.